From a dataset of Full USPTO retrosynthesis dataset with 1.9M reactions from patents (1976-2016). Predict the reactants needed to synthesize the given product. (1) The reactants are: Cl[C:2]1[N:3]=[CH:4][C:5]2[CH2:6][CH2:7][CH2:8][C:9]3([C:15](=[O:16])[N:14]([CH3:17])[C:13](=[O:18])[NH:12]3)[C:10]=2[CH:11]=1.[Cl:19][C:20]1[CH:21]=[C:22](B(O)O)[CH:23]=[CH:24][CH:25]=1.C(=O)([O-])[O-].[Na+].[Na+].O1CCOCC1. Given the product [Cl:19][C:20]1[CH:25]=[C:24]([C:2]2[N:3]=[CH:4][C:5]3[CH2:6][CH2:7][CH2:8][C:9]4([C:15](=[O:16])[N:14]([CH3:17])[C:13](=[O:18])[NH:12]4)[C:10]=3[CH:11]=2)[CH:23]=[CH:22][CH:21]=1, predict the reactants needed to synthesize it. (2) Given the product [Br:1][C:2]1[C:3]([F:10])=[C:4]([NH:5][CH3:17])[C:6]([Cl:9])=[CH:7][CH:8]=1, predict the reactants needed to synthesize it. The reactants are: [Br:1][C:2]1[C:3]([F:10])=[C:4]([C:6]([Cl:9])=[CH:7][CH:8]=1)[NH2:5].[OH-].[Na+].S(OC)(O[CH3:17])(=O)=O.C(OCC)(=O)C.